From a dataset of Forward reaction prediction with 1.9M reactions from USPTO patents (1976-2016). Predict the product of the given reaction. (1) Given the reactants [CH2:1]([O:8][C:9]1[C:14]2[C:15]([NH:34][C:35]3[CH:40]=[CH:39][C:38]([F:41])=[CH:37][CH:36]=3)=[N:16][N:17]([C:18]3([CH2:31][C:32]#[N:33])[CH2:23][CH2:22][N:21](C(OC(C)(C)C)=O)[CH2:20][CH2:19]3)[C:13]=2[CH:12]=[CH:11][N:10]=1)[C:2]1[CH:7]=[CH:6][CH:5]=[CH:4][CH:3]=1.C(O)(C(F)(F)F)=O, predict the reaction product. The product is: [CH2:1]([O:8][C:9]1[C:14]2[C:15]([NH:34][C:35]3[CH:36]=[CH:37][C:38]([F:41])=[CH:39][CH:40]=3)=[N:16][N:17]([C:18]3([CH2:31][C:32]#[N:33])[CH2:23][CH2:22][NH:21][CH2:20][CH2:19]3)[C:13]=2[CH:12]=[CH:11][N:10]=1)[C:2]1[CH:3]=[CH:4][CH:5]=[CH:6][CH:7]=1. (2) Given the reactants [CH3:1][C@@:2]1([C:13]([OH:15])=O)[CH2:6][CH2:5][C@H:4]([C:7](=[O:10])[NH:8][CH3:9])[C:3]1([CH3:12])[CH3:11].C(Cl)(=O)C, predict the reaction product. The product is: [CH3:1][C@:2]12[C:3]([CH3:12])([CH3:11])[CH:4]([CH2:5][CH2:6]1)[C:7](=[O:10])[N:8]([CH3:9])[C:13]2=[O:15]. (3) Given the reactants [F-:1].C([N+](CCCC)(CCCC)CCCC)CCC.CC1C=CC(S(O[CH2:30][CH2:31][CH:32]2[CH2:36][C:35](=[O:37])[N:34]([CH2:38][C:39]3[N:46]4[C:42]([S:43][C:44]([CH2:47][O:48][CH3:49])=[N:45]4)=[N:41][C:40]=3[Cl:50])[CH2:33]2)(=O)=O)=CC=1.O, predict the reaction product. The product is: [Cl:50][C:40]1[N:41]=[C:42]2[N:46]([C:39]=1[CH2:38][N:34]1[CH2:33][CH:32]([CH2:31][CH2:30][F:1])[CH2:36][C:35]1=[O:37])[N:45]=[C:44]([CH2:47][O:48][CH3:49])[S:43]2. (4) Given the reactants [OH:1][C:2]1[C:9]([O:10][CH3:11])=[CH:8][CH:7]=[CH:6][C:3]=1[CH:4]=O.[NH:12]1[CH2:17][CH2:16][O:15][CH2:14][CH2:13]1.C(O)=O.Cl, predict the reaction product. The product is: [CH3:11][O:10][C:9]1[CH:8]=[CH:7][CH:6]=[C:3]([CH2:4][N:12]2[CH2:17][CH2:16][O:15][CH2:14][CH2:13]2)[C:2]=1[OH:1]. (5) Given the reactants [Cl:1][C:2]1[N:7]=[C:6]([C:8]([O:10][CH3:11])=[O:9])[CH:5]=[C:4](Cl)[N:3]=1.O.[NH2:14][NH2:15], predict the reaction product. The product is: [Cl:1][C:2]1[N:7]=[C:6]([C:8]([O:10][CH3:11])=[O:9])[CH:5]=[C:4]([NH:14][NH2:15])[N:3]=1. (6) Given the reactants [C:1]([O:5][CH:6]([C:11]1[C:16]([CH3:17])=[CH:15][CH:14]=[C:13]([CH:18]2[CH2:20][CH2:19]2)[C:12]=1[C:21]1[CH:26]=[CH:25][C:24]([N+:27]([O-])=O)=[CH:23][CH:22]=1)[C:7]([O:9][CH3:10])=[O:8])([CH3:4])([CH3:3])[CH3:2], predict the reaction product. The product is: [NH2:27][C:24]1[CH:23]=[CH:22][C:21]([C:12]2[C:13]([CH:18]3[CH2:20][CH2:19]3)=[CH:14][CH:15]=[C:16]([CH3:17])[C:11]=2[CH:6]([O:5][C:1]([CH3:4])([CH3:3])[CH3:2])[C:7]([O:9][CH3:10])=[O:8])=[CH:26][CH:25]=1. (7) Given the reactants [CH2:1]([N:3]1[CH2:8][CH2:7][NH:6][CH2:5][CH2:4]1)[CH3:2].[F:9][C:10]1[CH:15]=[C:14](F)[CH:13]=[CH:12][C:11]=1[N+:17]([O-:19])=[O:18].C(=O)([O-])[O-].[K+].[K+], predict the reaction product. The product is: [CH2:1]([N:3]1[CH2:8][CH2:7][N:6]([C:14]2[CH:13]=[CH:12][C:11]([N+:17]([O-:19])=[O:18])=[C:10]([F:9])[CH:15]=2)[CH2:5][CH2:4]1)[CH3:2]. (8) Given the reactants [C:1]([CH:5]1[CH2:10][CH2:9][N:8]([CH2:11][C:12]2[N:13]([CH3:40])[C:14]3[C:19]([N:20]=2)=[C:18]([N:21]2[CH2:26][CH2:25][O:24][CH2:23][CH2:22]2)[N:17]=[C:16]([Sn](CCCC)(CCCC)CCCC)[N:15]=3)[CH2:7][CH2:6]1)([CH3:4])([CH3:3])[CH3:2].Br[C:42]1[C:51]2[C:46](=[CH:47][CH:48]=[CH:49][CH:50]=2)[C:45]([NH2:52])=[N:44][CH:43]=1, predict the reaction product. The product is: [C:1]([CH:5]1[CH2:6][CH2:7][N:8]([CH2:11][C:12]2[N:13]([CH3:40])[C:14]3[C:19]([N:20]=2)=[C:18]([N:21]2[CH2:26][CH2:25][O:24][CH2:23][CH2:22]2)[N:17]=[C:16]([C:42]2[C:51]4[C:46](=[CH:47][CH:48]=[CH:49][CH:50]=4)[C:45]([NH2:52])=[N:44][CH:43]=2)[N:15]=3)[CH2:9][CH2:10]1)([CH3:4])([CH3:2])[CH3:3]. (9) Given the reactants [NH2:1][C:2]1[CH:7]=[C:6]([Cl:8])[N:5]=[C:4]([Cl:9])[N:3]=1.[I:10]N1C(=O)CCC1=O.O, predict the reaction product. The product is: [Cl:9][C:4]1[N:3]=[C:2]([NH2:1])[C:7]([I:10])=[C:6]([Cl:8])[N:5]=1.